Dataset: Catalyst prediction with 721,799 reactions and 888 catalyst types from USPTO. Task: Predict which catalyst facilitates the given reaction. (1) Reactant: [F:1][C:2]1[CH:3]=[C:4]([CH:9]2[C:14]([C:15]([OH:17])=O)=[C:13]([CH3:18])[NH:12][C:11](=[O:19])[NH:10]2)[CH:5]=[CH:6][C:7]=1[F:8].[F:20][C:21]1[CH:22]=[C:23]([NH:28][C:29]2[C:37]3[C:32](=[CH:33][CH:34]=[C:35]([NH2:38])[CH:36]=3)[NH:31][N:30]=2)[CH:24]=[C:25]([F:27])[CH:26]=1.C1CN([P+](Br)(N2CCCC2)N2CCCC2)CC1.F[P-](F)(F)(F)(F)F.C(N(C(C)C)CC)(C)C. Product: [F:20][C:21]1[CH:22]=[C:23]([NH:28][C:29]2[C:37]3[C:32](=[CH:33][CH:34]=[C:35]([NH:38][C:15]([C:14]4[CH:9]([C:4]5[CH:5]=[CH:6][C:7]([F:8])=[C:2]([F:1])[CH:3]=5)[NH:10][C:11](=[O:19])[NH:12][C:13]=4[CH3:18])=[O:17])[CH:36]=3)[NH:31][N:30]=2)[CH:24]=[C:25]([F:27])[CH:26]=1. The catalyst class is: 2. (2) Reactant: Cl[C:2]1[CH:3]=[C:4]([NH:24][CH2:25][CH:26]([CH3:28])[CH3:27])[C:5]2[N:6]([C:8]([C:11]3[CH:22]=[CH:21][C:14]([C:15]([NH:17][CH:18]4[CH2:20][CH2:19]4)=[O:16])=[C:13]([CH3:23])[CH:12]=3)=[CH:9][N:10]=2)[N:7]=1.B(O)O.C(=O)(O)[O-].[Na+].O.[CH2:38](O)[CH3:39]. Product: [CH:18]1([NH:17][C:15](=[O:16])[C:14]2[CH:21]=[CH:22][C:11]([C:8]3[N:6]4[N:7]=[C:2]([C:5]5[N:6]([CH3:8])[N:7]=[CH:39][CH:38]=5)[CH:3]=[C:4]([NH:24][CH2:25][CH:26]([CH3:28])[CH3:27])[C:5]4=[N:10][CH:9]=3)=[CH:12][C:13]=2[CH3:23])[CH2:20][CH2:19]1. The catalyst class is: 11. (3) Product: [F:40][CH:23]([F:22])[C:24]1[CH:29]=[CH:28][N:27]=[C:26]([NH:30][C:31]2[CH:32]=[C:33]([C:38]3[N:3]=[N:2][N:1]([CH2:4][CH:5]4[CH2:9][N:8]([CH2:10][C:11]5[CH:16]=[CH:15][C:14]([O:17][CH3:18])=[CH:13][C:12]=5[O:19][CH3:20])[C:7](=[O:21])[CH2:6]4)[CH:39]=3)[CH:34]=[C:35]([CH3:37])[CH:36]=2)[N:25]=1. Reactant: [N:1]([CH2:4][CH:5]1[CH2:9][N:8]([CH2:10][C:11]2[CH:16]=[CH:15][C:14]([O:17][CH3:18])=[CH:13][C:12]=2[O:19][CH3:20])[C:7](=[O:21])[CH2:6]1)=[N+:2]=[N-:3].[F:22][CH:23]([F:40])[C:24]1[CH:29]=[CH:28][N:27]=[C:26]([NH:30][C:31]2[CH:36]=[C:35]([CH3:37])[CH:34]=[C:33]([C:38]#[CH:39])[CH:32]=2)[N:25]=1.O=C1O[C@H]([C@H](CO)O)C([O-])=C1O.[Na+]. The catalyst class is: 664. (4) Reactant: F[C:2]1[CH:7]=[CH:6][C:5]([C:8]2[O:9][C:10]3[CH:16]=[CH:15][CH:14]=[CH:13][C:11]=3[N:12]=2)=[CH:4][C:3]=1[N+:17]([O-:19])=[O:18].C(=O)([O-])[O-].[K+].[K+].[CH3:26][N:27]([CH3:31])[CH2:28][CH2:29][NH2:30].O. Product: [CH3:26][N:27]([CH3:31])[CH2:28][CH2:29][NH:30][C:2]1[CH:7]=[CH:6][C:5]([C:8]2[O:9][C:10]3[CH:16]=[CH:15][CH:14]=[CH:13][C:11]=3[N:12]=2)=[CH:4][C:3]=1[N+:17]([O-:19])=[O:18]. The catalyst class is: 10.